Dataset: Forward reaction prediction with 1.9M reactions from USPTO patents (1976-2016). Task: Predict the product of the given reaction. (1) Given the reactants [CH3:1][CH:2]1[C:10]2[C:5](=[CH:6][CH:7]=[C:8]([CH:11]=C)[CH:9]=2)[C:4](=[O:13])[O:3]1.CSC.C[OH:18], predict the reaction product. The product is: [CH3:1][CH:2]1[C:10]2[C:5](=[CH:6][CH:7]=[C:8]([CH:11]=[O:18])[CH:9]=2)[C:4](=[O:13])[O:3]1. (2) Given the reactants [Cl:1][C:2]1[C:7]([O:8][CH2:9][C:10]([N:12]2[CH2:17][CH2:16][C:15]3[N:18]=[C:19]4[S:23][C:22]([CH3:24])=[N:21][N:20]4[C:14]=3[CH:13]2[C:25]2[S:29][CH:28]=[C:27]([C:30]([OH:32])=O)[CH:26]=2)=[O:11])=[CH:6][CH:5]=[C:4]([N:33]2[CH2:38][CH2:37][O:36][CH2:35][CH2:34]2)[N:3]=1.[CH3:39][NH:40][CH3:41], predict the reaction product. The product is: [Cl:1][C:2]1[C:7]([O:8][CH2:9][C:10]([N:12]2[CH2:17][CH2:16][C:15]3[N:18]=[C:19]4[S:23][C:22]([CH3:24])=[N:21][N:20]4[C:14]=3[CH:13]2[C:25]2[S:29][CH:28]=[C:27]([C:30]([N:40]([CH3:41])[CH3:39])=[O:32])[CH:26]=2)=[O:11])=[CH:6][CH:5]=[C:4]([N:33]2[CH2:38][CH2:37][O:36][CH2:35][CH2:34]2)[N:3]=1. (3) Given the reactants [NH:1]1[CH2:6][CH2:5][O:4][CH2:3][CH2:2]1.[CH2:7]=O.[CH3:9][C:10]([CH3:29])=[CH:11][CH2:12][N:13]1[C:21]2[C:16](=[CH:17][C:18]([C:22]3[CH:23]=[C:24]([CH3:28])[CH:25]=[CH:26][CH:27]=3)=[CH:19][CH:20]=2)[CH:15]=[CH:14]1.[OH-].[Na+], predict the reaction product. The product is: [CH3:9][C:10]([CH3:29])=[CH:11][CH2:12][N:13]1[C:21]2[C:16](=[CH:17][C:18]([C:22]3[CH:23]=[C:24]([CH3:28])[CH:25]=[CH:26][CH:27]=3)=[CH:19][CH:20]=2)[C:15]([CH2:7][N:1]2[CH2:6][CH2:5][O:4][CH2:3][CH2:2]2)=[CH:14]1. (4) Given the reactants [C:1]([OH:7])(=[O:6])[CH2:2][CH2:3][CH:4]=[CH2:5].C([O-])([O-])=O.[Cs+].[Cs+].[CH2:14](Br)[C:15]1[CH:20]=[CH:19][CH:18]=[CH:17][CH:16]=1, predict the reaction product. The product is: [CH2:14]([O:6][C:1](=[O:7])[CH2:2][CH2:3][CH:4]=[CH2:5])[C:15]1[CH:20]=[CH:19][CH:18]=[CH:17][CH:16]=1.